This data is from Full USPTO retrosynthesis dataset with 1.9M reactions from patents (1976-2016). The task is: Predict the reactants needed to synthesize the given product. (1) Given the product [Si:1]([O:8][CH2:9][CH2:10][C:11]1([C:24]2[CH:29]=[CH:28][CH:27]=[CH:26][CH:25]=2)[O:23][CH2:22][CH2:21][N:13]([C:14]([O:15][C:16]([CH3:17])([CH3:19])[CH3:18])=[O:20])[CH2:12]1)([C:4]([CH3:7])([CH3:6])[CH3:5])([CH3:3])[CH3:2], predict the reactants needed to synthesize it. The reactants are: [Si:1]([O:8][CH2:9][CH2:10][C:11](O)([C:24]1[CH:29]=[CH:28][CH:27]=[CH:26][CH:25]=1)[CH2:12][N:13]([CH2:21][CH2:22][OH:23])[C:14](=[O:20])[O:15][C:16]([CH3:19])([CH3:18])[CH3:17])([C:4]([CH3:7])([CH3:6])[CH3:5])([CH3:3])[CH3:2].C1(P(C2C=CC=CC=2)C2C=CC=CC=2)C=CC=CC=1.N(C(OCC)=O)=NC(OCC)=O. (2) Given the product [Cl:23][C:12]1[N:13]=[C:14]([N:17]2[CH2:22][CH2:21][O:20][CH2:19][CH2:18]2)[C:15]2[S:16][C:8]([CH2:7][N:5]([CH3:6])[C:3](=[O:4])[CH2:2][N:37]3[CH2:38][CH2:39][CH:35]([S:32]([CH3:31])(=[O:34])=[O:33])[CH2:36]3)=[CH:9][C:10]=2[N:11]=1, predict the reactants needed to synthesize it. The reactants are: Br[CH2:2][C:3]([N:5]([CH2:7][C:8]1[S:16][C:15]2[C:14]([N:17]3[CH2:22][CH2:21][O:20][CH2:19][CH2:18]3)=[N:13][C:12]([Cl:23])=[N:11][C:10]=2[CH:9]=1)[CH3:6])=[O:4].CCN(CC)CC.[CH3:31][S:32]([CH:35]1[CH2:39][CH2:38][NH:37][CH2:36]1)(=[O:34])=[O:33]. (3) Given the product [CH3:17][C:18]1[C:22]([CH3:23])=[C:21]([CH3:24])[CH2:20][C:19]=1[C:2]1[CH:3]=[CH:4][CH:5]=[C:6]2[C:11]=1[N:10]=[CH:9][CH:8]=[CH:7]2, predict the reactants needed to synthesize it. The reactants are: Br[C:2]1[CH:3]=[CH:4][CH:5]=[C:6]2[C:11]=1[N:10]=[CH:9][CH:8]=[CH:7]2.C([Li])CCC.[CH3:17][C:18]1[C:19](=O)[CH2:20][CH:21]([CH3:24])[C:22]=1[CH3:23].Cl.N. (4) Given the product [C:58]([O:57][C:55](=[O:56])[NH:46][C@@H:21]1[CH2:22][C@H:23]([C:25](=[O:45])[N:26]([CH:42]2[CH2:43][CH2:44]2)[CH2:27][C:28]2[CH:33]=[C:32]([O:34][CH2:35][CH2:36][CH2:37][O:38][CH3:39])[CH:31]=[C:30]([O:40][CH3:41])[CH:29]=2)[CH2:24][NH:19][CH2:20]1)([CH3:59])([CH3:60])[CH3:61], predict the reactants needed to synthesize it. The reactants are: Cl.C1C2C(COC([N:19]3[CH2:24][CH:23]([C:25](=[O:45])[N:26]([CH:42]4[CH2:44][CH2:43]4)[CH2:27][C:28]4[CH:33]=[C:32]([O:34][CH2:35][CH2:36][CH2:37][O:38][CH3:39])[CH:31]=[C:30]([O:40][CH3:41])[CH:29]=4)[CH2:22][CH:21]([NH2:46])[CH2:20]3)=O)C3C(=CC=CC=3)C=2C=CC=1.[C:55](O[C:55]([O:57][C:58]([CH3:61])([CH3:60])[CH3:59])=[O:56])([O:57][C:58]([CH3:61])([CH3:60])[CH3:59])=[O:56]. (5) Given the product [Br:20][C:17]1[S:16][C:13]2[CH:14]3[CH:10]([CH2:11][C:12]=2[C:18]=1[Br:19])[CH2:9][NH:8][CH2:15]3, predict the reactants needed to synthesize it. The reactants are: C([N:8]1[CH2:15][CH:14]2[CH:10]([CH2:11][C:12]3[C:18]([Br:19])=[C:17]([Br:20])[S:16][C:13]=32)[CH2:9]1)C1C=CC=CC=1.C([O-])([O-])=O.[K+].[K+].ClC(OC(Cl)C)=O. (6) Given the product [I:2][CH:4]([CH2:9][C:10]1[NH:14][CH:13]=[N:12][CH:11]=1)[C:5]([O:7][CH3:8])=[O:6], predict the reactants needed to synthesize it. The reactants are: [Na+].[I-:2].Br[CH:4]([CH2:9][C:10]1[NH:14][CH:13]=[N:12][CH:11]=1)[C:5]([O:7][CH3:8])=[O:6]. (7) Given the product [CH:29]([N:26]1[CH2:27][CH2:28][CH:23]([NH:22][C:3](=[C:17]([C:20]#[N:21])[C:18]#[N:19])[N:4]2[CH2:9][CH2:8][CH:7]([CH2:10][N:11]3[CH2:16][CH2:15][CH2:14][CH2:13][CH2:12]3)[CH2:6][CH2:5]2)[CH2:24][CH2:25]1)([CH3:31])[CH3:30], predict the reactants needed to synthesize it. The reactants are: CS[C:3](=[C:17]([C:20]#[N:21])[C:18]#[N:19])[N:4]1[CH2:9][CH2:8][CH:7]([CH2:10][N:11]2[CH2:16][CH2:15][CH2:14][CH2:13][CH2:12]2)[CH2:6][CH2:5]1.[NH2:22][CH:23]1[CH2:28][CH2:27][N:26]([CH:29]([CH3:31])[CH3:30])[CH2:25][CH2:24]1.